This data is from Full USPTO retrosynthesis dataset with 1.9M reactions from patents (1976-2016). The task is: Predict the reactants needed to synthesize the given product. (1) Given the product [Br:1][C:2]1[C:11]([CH2:12][O:13][C:21]2[CH:20]=[C:19]([F:18])[CH:24]=[CH:23][C:22]=2[CH3:26])=[C:10]2[C:5]([NH:6][C:7]([CH3:17])([CH3:16])[C:8](=[O:15])[N:9]2[CH3:14])=[CH:4][CH:3]=1, predict the reactants needed to synthesize it. The reactants are: [Br:1][C:2]1[C:11]([CH2:12][OH:13])=[C:10]2[C:5]([NH:6][C:7]([CH3:17])([CH3:16])[C:8](=[O:15])[N:9]2[CH3:14])=[CH:4][CH:3]=1.[F:18][C:19]1[CH:20]=[CH:21][C:22]([CH3:26])=[C:23](O)[CH:24]=1.C(P(CCCC)CCCC)CCC.N(C(N1CCCCC1)=O)=NC(N1CCCCC1)=O. (2) Given the product [I:15][C:16]1[CH:22]=[CH:21][C:19]([NH:20][C:10]([C@@H:6]2[C@H:7]3[C:1]4([CH2:3][CH2:2]4)[C@H:4]([CH2:9][CH2:8]3)[C@@H:5]2[C:13]([OH:12])=[O:14])=[O:11])=[CH:18][CH:17]=1, predict the reactants needed to synthesize it. The reactants are: [C:1]12([CH:7]3[CH2:8][CH2:9][CH:4]1[CH:5]1[C:13](=[O:14])[O:12][C:10](=[O:11])[CH:6]13)[CH2:3][CH2:2]2.[I:15][C:16]1[CH:22]=[CH:21][C:19]([NH2:20])=[CH:18][CH:17]=1. (3) Given the product [ClH:20].[ClH:20].[NH2:9][CH2:8][C:7]([C:3]1[N:2]([CH3:1])[CH:6]=[CH:5][N:4]=1)=[O:17], predict the reactants needed to synthesize it. The reactants are: [CH3:1][N:2]1[CH:6]=[CH:5][N:4]=[C:3]1[C:7](=[O:17])[CH2:8][NH:9]C(=O)OC(C)(C)C.CO.[ClH:20]. (4) Given the product [Br:1][C:2]1[C:3](=[O:17])[NH:4][C:5](=[O:16])[N:6]([CH2:8][C:9]2[C:10]3[C:15](=[CH:14][CH:13]=[CH:12][CH:11]=3)[CH:21]=[CH:20][CH:19]=2)[N:7]=1, predict the reactants needed to synthesize it. The reactants are: [Br:1][C:2]1[C:3](=[O:17])[NH:4][C:5](=[O:16])[N:6]([CH2:8][CH2:9][C:10]2[CH:15]=[CH:14][CH:13]=[CH:12][CH:11]=2)[N:7]=1.Br[CH2:19][C:20]1C2C(=CC=CC=2)C=C[CH:21]=1.C(I)CC1C=CC=CC=1. (5) Given the product [Cl:1][C:2]1[CH:3]=[CH:4][C:5]2[N:11]3[C:12]([C:15]([F:18])([F:17])[F:16])=[N:13][N:14]=[C:10]3[C@@H:9]([CH2:19][C:20]([OH:22])=[O:21])[S:8][C@H:7]([C:26]3[CH:31]=[CH:30][CH:29]=[C:28]([O:32][CH3:33])[C:27]=3[Cl:34])[C:6]=2[CH:35]=1, predict the reactants needed to synthesize it. The reactants are: [Cl:1][C:2]1[CH:3]=[CH:4][C:5]2[N:11]3[C:12]([C:15]([F:18])([F:17])[F:16])=[N:13][N:14]=[C:10]3[C@@H:9]([CH2:19][C:20]([O:22]C(C)C)=[O:21])[S:8][C@H:7]([C:26]3[CH:31]=[CH:30][CH:29]=[C:28]([O:32][CH3:33])[C:27]=3[Cl:34])[C:6]=2[CH:35]=1.Cl. (6) Given the product [NH:1]1[C:5]2[CH:6]=[CH:7][CH:8]=[CH:9][C:4]=2[N:3]=[C:2]1[C:10]1([CH2:16][N:17]=[C:18]([C:19]2[CH:24]=[CH:23][CH:22]=[CH:21][CH:20]=2)[C:25]2[CH:30]=[CH:29][CH:28]=[CH:27][CH:26]=2)[CH2:11][CH2:12][NH:13][CH2:14][CH2:15]1, predict the reactants needed to synthesize it. The reactants are: [NH:1]1[C:5]2[CH:6]=[CH:7][CH:8]=[CH:9][C:4]=2[N:3]=[C:2]1[C:10]1([CH2:16][NH2:17])[CH2:15][CH2:14][NH:13][CH2:12][CH2:11]1.[C:18](=N)([C:25]1[CH:30]=[CH:29][CH:28]=[CH:27][CH:26]=1)[C:19]1[CH:24]=[CH:23][CH:22]=[CH:21][CH:20]=1.C1(C)C=CC(S(O)(=O)=O)=CC=1.C(Cl)Cl. (7) Given the product [CH3:39][N:40]([CH2:30][C:28]1[C:27]([C:32]2[CH:37]=[CH:36][N:35]=[CH:34][CH:33]=2)=[N:26][N:25]([C:23]2[CH:22]=[CH:21][N:20]=[C:19]([NH:18][C:4]3[C:3]([O:2][CH3:1])=[CH:8][C:7]([N:9]4[CH2:10][CH2:11][O:12][CH2:13][CH2:14]4)=[C:6]([NH:15][C:3](=[O:2])[CH:4]=[CH2:5])[CH:5]=3)[N:24]=2)[CH:29]=1)[CH3:41], predict the reactants needed to synthesize it. The reactants are: [CH3:1][O:2][C:3]1[CH:8]=[C:7]([N:9]2[CH2:14][CH2:13][O:12][CH2:11][CH2:10]2)[C:6]([N+:15]([O-])=O)=[CH:5][C:4]=1[NH:18][C:19]1[N:24]=[C:23]([N:25]2[CH:29]=[C:28]([CH:30]=O)[C:27]([C:32]3[CH:37]=[CH:36][N:35]=[CH:34][CH:33]=3)=[N:26]2)[CH:22]=[CH:21][N:20]=1.Cl.[CH3:39][NH:40][CH3:41].